From a dataset of Peptide-MHC class I binding affinity with 185,985 pairs from IEDB/IMGT. Regression. Given a peptide amino acid sequence and an MHC pseudo amino acid sequence, predict their binding affinity value. This is MHC class I binding data. (1) The peptide sequence is PTKRCRLLK. The MHC is HLA-A33:01 with pseudo-sequence HLA-A33:01. The binding affinity (normalized) is 0.0691. (2) The peptide sequence is RNQNKEGDQY. The MHC is HLA-A30:02 with pseudo-sequence HLA-A30:02. The binding affinity (normalized) is 0.557.